This data is from Forward reaction prediction with 1.9M reactions from USPTO patents (1976-2016). The task is: Predict the product of the given reaction. The product is: [F:1][C:2]1[CH:11]=[C:10]([F:12])[CH:9]=[C:8]2[C:3]=1[C:4]([NH:20][C:21]1[CH:26]=[CH:25][CH:24]=[C:23]([N:27]3[CH2:28][CH2:29][O:30][CH2:31][CH2:32]3)[N:22]=1)=[C:5]([CH3:19])[C:6]([N:13]1[CH2:14][CH2:15][N:16]([C:42]([N:41]([CH3:45])[CH3:40])=[O:43])[CH2:17][CH2:18]1)=[N:7]2. Given the reactants [F:1][C:2]1[CH:11]=[C:10]([F:12])[CH:9]=[C:8]2[C:3]=1[C:4]([NH:20][C:21]1[CH:26]=[CH:25][CH:24]=[C:23]([N:27]3[CH2:32][CH2:31][O:30][CH2:29][CH2:28]3)[N:22]=1)=[C:5]([CH3:19])[C:6]([N:13]1[CH2:18][CH2:17][NH:16][CH2:15][CH2:14]1)=[N:7]2.C(N(CC)CC)C.[CH3:40][N:41]([CH3:45])[C:42](Cl)=[O:43], predict the reaction product.